From a dataset of Forward reaction prediction with 1.9M reactions from USPTO patents (1976-2016). Predict the product of the given reaction. (1) Given the reactants [Li+].C[Si]([N-][Si](C)(C)C)(C)C.[C:11]([CH:15]1[N:20]2[CH:21]=[N:22][CH:23]=[C:19]2[CH2:18][N:17]([CH2:24][C:25]2[CH:30]=[CH:29][C:28]([F:31])=[CH:27][CH:26]=2)[C:16]1=[O:32])([CH3:14])([CH3:13])[CH3:12].I[CH2:34][CH2:35][CH3:36].[NH4+].[Cl-], predict the reaction product. The product is: [C:11]([C:15]1([CH2:34][CH2:35][CH3:36])[N:20]2[CH:21]=[N:22][CH:23]=[C:19]2[CH2:18][N:17]([CH2:24][C:25]2[CH:26]=[CH:27][C:28]([F:31])=[CH:29][CH:30]=2)[C:16]1=[O:32])([CH3:14])([CH3:12])[CH3:13]. (2) The product is: [C:12]([C:3]1[C:2]([F:1])=[CH:9][CH:8]=[C:5]([C:6]#[N:7])[C:4]=1[C:10]#[N:11])#[CH:13]. Given the reactants [F:1][C:2]1[C:3]([C:12]#[C:13][Si](C)(C)C)=[C:4]([C:10]#[N:11])[C:5](=[CH:8][CH:9]=1)[C:6]#[N:7].C1COCC1.CCCC[N+](CCCC)(CCCC)CCCC.[F-], predict the reaction product.